From a dataset of Catalyst prediction with 721,799 reactions and 888 catalyst types from USPTO. Predict which catalyst facilitates the given reaction. (1) Reactant: C(Cl)Cl.[C:4]([O:8][C:9]([NH:11][C:12]1[CH:13]=[C:14]2[C:19](=[CH:20][CH:21]=1)[O:18][C:17](=[O:22])[CH2:16][CH2:15]2)=[O:10])([CH3:7])([CH3:6])[CH3:5].[H-].C([Al+]CC(C)C)C(C)C.CO. Product: [C:4]([O:8][C:9]([NH:11][C:12]1[CH:13]=[C:14]2[C:19](=[CH:20][CH:21]=1)[O:18][CH:17]([OH:22])[CH2:16][CH2:15]2)=[O:10])([CH3:7])([CH3:5])[CH3:6]. The catalyst class is: 6. (2) Reactant: [C:1](Cl)(Cl)=[O:2].C1(C)C=CC=CC=1.[OH:12][C:13]1[CH:38]=[CH:37][C:16]([NH:17][C:18]2[CH:34]=[C:33]([F:35])[C:32]([F:36])=[CH:31][C:19]=2[C:20]([NH:22][O:23][CH2:24][C:25]2[CH:30]=[CH:29][CH:28]=[CH:27][CH:26]=2)=[O:21])=[CH:15][CH:14]=1. Product: [OH:12][C:13]1[CH:38]=[CH:37][C:16]([N:17]2[C:18]3[C:19](=[CH:31][C:32]([F:36])=[C:33]([F:35])[CH:34]=3)[C:20](=[O:21])[N:22]([O:23][CH2:24][C:25]3[CH:26]=[CH:27][CH:28]=[CH:29][CH:30]=3)[C:1]2=[O:2])=[CH:15][CH:14]=1. The catalyst class is: 12. (3) Reactant: O=[C:2]([C:13]1[CH:14]=[N:15][CH:16]=[CH:17][CH:18]=1)[CH2:3][N:4]1[CH:8]=[CH:7][CH:6]=[C:5]1[C:9]([O:11]C)=O.[CH2:19]([NH2:22])[CH2:20][NH2:21]. Product: [N:15]1[CH:16]=[CH:17][CH:18]=[C:13]([C:2]23[NH:22][CH2:19][CH2:20][N:21]2[C:9](=[O:11])[C:5]2[N:4]([CH:8]=[CH:7][CH:6]=2)[CH2:3]3)[CH:14]=1. The catalyst class is: 12. (4) Reactant: [Br:1][C:2]1[C:3](=[O:13])[C:4]2([CH3:12])[O:10][C:7]([CH3:11])([C:8]=1Br)[CH:6]=[CH:5]2.[CH:14]([O-:17])([CH3:16])[CH3:15].[Li+].CCCCCC.C(OCC)(=O)C.CCCCCC.P([O-])(O)(O)=O.[Na+]. Product: [Br:1][C:2]1[C:3](=[O:13])[C:4]2([CH3:12])[O:10][C:7]([CH3:11])([C:8]=1[O:17][CH:14]([CH3:16])[CH3:15])[CH:6]=[CH:5]2. The catalyst class is: 30. (5) Product: [CH3:9][O:8][C:5]([O:4][CH3:3])([O:21][C:11]1[C:20]2[C:15](=[CH:16][CH:17]=[CH:18][CH:19]=2)[CH:14]=[CH:13][N:12]=1)[CH3:6]. Reactant: [H-].[Na+].[CH3:3][O:4][CH:5]([O:8][CH3:9])[CH2:6]O.Cl[C:11]1[C:20]2[C:15](=[CH:16][CH:17]=[CH:18][CH:19]=2)[CH:14]=[CH:13][N:12]=1.[OH2:21]. The catalyst class is: 3. (6) Reactant: [F:1][C:2]([F:17])([F:16])[C:3]1[CH:11]=[C:10]2[C:6]([C:7]([CH2:12]N(C)C)=[CH:8][NH:9]2)=[CH:5][CH:4]=1.[C-]#N.[Na+].C[N:22]([CH:24]=[O:25])C. Product: [F:17][C:2]([F:1])([F:16])[C:3]1[CH:11]=[C:10]2[C:6]([C:7]([CH2:12][C:24]([NH2:22])=[O:25])=[CH:8][NH:9]2)=[CH:5][CH:4]=1. The catalyst class is: 25. (7) Reactant: C([O:3][C:4]([C:6]1[NH:7][C:8]([CH:19]=[C:20]2[C:28]3[C:23](=[CH:24][CH:25]=[C:26]([Cl:29])[CH:27]=3)[NH:22][C:21]2=[O:30])=[C:9]([CH2:12][CH2:13][C:14]([O:16]CC)=[O:15])[C:10]=1[CH3:11])=[O:5])C.[OH-].[K+].Cl. Product: [C:14]([CH2:13][CH2:12][C:9]1[C:10]([CH3:11])=[C:6]([C:4]([OH:5])=[O:3])[NH:7][C:8]=1[CH:19]=[C:20]1[C:28]2[C:23](=[CH:24][CH:25]=[C:26]([Cl:29])[CH:27]=2)[NH:22][C:21]1=[O:30])([OH:16])=[O:15]. The catalyst class is: 40.